Dataset: Full USPTO retrosynthesis dataset with 1.9M reactions from patents (1976-2016). Task: Predict the reactants needed to synthesize the given product. (1) Given the product [CH3:1][O:2][C:3]1[N:8]([CH3:16])[C:7](=[O:9])[C:6]([CH2:10][CH2:11][OH:12])=[C:5]([CH3:13])[N:4]=1, predict the reactants needed to synthesize it. The reactants are: [CH3:1][O:2][C:3]1[NH:8][C:7](=[O:9])[C:6]([CH2:10][CH2:11][OH:12])=[C:5]([CH3:13])[N:4]=1.[H-].[Na+].[CH3:16]I. (2) The reactants are: [OH:1][C:2]1[CH:3]=[C:4]([CH:7]=[CH:8][C:9]=1[OH:10])[CH:5]=[O:6].C(=O)([O-])[O-].[K+].[K+].Br[CH:18]([CH3:20])[CH3:19].Cl. Given the product [OH:1][C:2]1[CH:3]=[C:4]([CH:7]=[CH:8][C:9]=1[O:10][CH:18]([CH3:20])[CH3:19])[CH:5]=[O:6], predict the reactants needed to synthesize it.